Predict which catalyst facilitates the given reaction. From a dataset of Catalyst prediction with 721,799 reactions and 888 catalyst types from USPTO. (1) Reactant: [NH2:1][C:2]1[N:3]=[CH:4][C:5]([C:12]2[CH:22]=[CH:21][C:15]([C:16]([N:18]([CH3:20])[CH3:19])=[O:17])=[CH:14][CH:13]=2)=[N:6][C:7]=1[C:8]([NH:10][NH2:11])=[O:9].[N:23]([CH2:26][C:27]1[CH:32]=[CH:31][CH:30]=[CH:29][CH:28]=1)=[C:24]=S.C(Cl)CCl. Product: [NH2:1][C:2]1[N:3]=[CH:4][C:5]([C:12]2[CH:13]=[CH:14][C:15]([C:16]([N:18]([CH3:19])[CH3:20])=[O:17])=[CH:21][CH:22]=2)=[N:6][C:7]=1[C:8]1[O:9][C:24]([NH:23][CH2:26][C:27]2[CH:32]=[CH:31][CH:30]=[CH:29][CH:28]=2)=[N:11][N:10]=1. The catalyst class is: 1. (2) Reactant: Cl[C:2]1[C:7]2[N:8]=[CH:9][NH:10][NH:11][C:6]=2[N:5]=CN=1.BrBr.C(=O)(O)[O-:15].[Na+].[CH2:19]([OH:21])[CH3:20]. Product: [CH2:19]([O:21][C:2]([C:7]1[N:8]=[CH:9][N:10]=[N:11][C:6]=1[NH2:5])=[O:15])[CH3:20]. The catalyst class is: 6. (3) Reactant: [Cl:1][C:2]1[CH:21]=[CH:20][C:5]([CH2:6][O:7][C:8]2[CH:16]=[CH:15][CH:14]=[C:10]([C:11]([OH:13])=O)[C:9]=2[C:17]([OH:19])=O)=[CH:4][CH:3]=1.Cl.[NH2:23][CH:24]1[CH2:30][CH2:29][C:28](=[O:31])[NH:27][C:25]1=[O:26]. Product: [Cl:1][C:2]1[CH:3]=[CH:4][C:5]([CH2:6][O:7][C:8]2[CH:16]=[CH:15][CH:14]=[C:10]3[C:9]=2[C:17](=[O:19])[N:23]([CH:24]2[CH2:30][CH2:29][C:28](=[O:31])[NH:27][C:25]2=[O:26])[C:11]3=[O:13])=[CH:20][CH:21]=1. The catalyst class is: 17. (4) The catalyst class is: 1. Reactant: [Br:1][C:2]1[CH:7]=[C:6]([CH2:8][C:9]2[CH:14]=[CH:13][C:12]([O:15][CH2:16][CH3:17])=[CH:11][CH:10]=2)[C:5]([Cl:18])=[CH:4][C:3]=1[CH2:19][CH2:20][CH2:21][OH:22].[H-].[Na+].Br[CH2:26][C:27]#[C:28][CH3:29]. Product: [Br:1][C:2]1[CH:7]=[C:6]([CH2:8][C:9]2[CH:10]=[CH:11][C:12]([O:15][CH2:16][CH3:17])=[CH:13][CH:14]=2)[C:5]([Cl:18])=[CH:4][C:3]=1[CH2:19][CH2:20][CH2:21][O:22][CH2:26][C:27]#[C:28][CH3:29]. (5) Reactant: C[O:2][C:3](=[O:17])[CH2:4][CH2:5][C:6]1[CH:16]=[CH:15][C:9]2[NH:10][C:11](=[O:14])[CH2:12][O:13][C:8]=2[CH:7]=1.[Li+].[OH-]. Product: [O:14]=[C:11]1[NH:10][C:9]2[CH:15]=[CH:16][C:6]([CH2:5][CH2:4][C:3]([OH:17])=[O:2])=[CH:7][C:8]=2[O:13][CH2:12]1. The catalyst class is: 20. (6) Reactant: [CH3:1][O:2][C:3](=[O:11])[C:4]1[C:5](=[CH:7][CH:8]=[CH:9][CH:10]=1)[NH2:6].[F:12][C:13]1[CH:20]=[CH:19][C:16]([CH:17]=O)=[CH:15][CH:14]=1.C(O[BH-](OC(=O)C)OC(=O)C)(=O)C.[Na+].C(=O)(O)[O-].[Na+]. Product: [CH3:1][O:2][C:3](=[O:11])[C:4]1[CH:10]=[CH:9][CH:8]=[CH:7][C:5]=1[NH:6][CH2:17][C:16]1[CH:19]=[CH:20][C:13]([F:12])=[CH:14][CH:15]=1. The catalyst class is: 26.